From a dataset of Full USPTO retrosynthesis dataset with 1.9M reactions from patents (1976-2016). Predict the reactants needed to synthesize the given product. (1) Given the product [ClH:1].[Cl:1][C:2]1[C:3]([C:8]2[C:9]([F:30])=[C:10]([NH:14][C:15]([C@@H:17]3[CH2:21][C@@H:20]([F:22])[CH2:19][NH:18]3)=[O:16])[CH:11]=[CH:12][CH:13]=2)=[N:4][CH:5]=[CH:6][CH:7]=1, predict the reactants needed to synthesize it. The reactants are: [Cl:1][C:2]1[C:3]([C:8]2[C:9]([F:30])=[C:10]([NH:14][C:15]([C@@H:17]3[CH2:21][C@@H:20]([F:22])[CH2:19][N:18]3C(OC(C)(C)C)=O)=[O:16])[CH:11]=[CH:12][CH:13]=2)=[N:4][CH:5]=[CH:6][CH:7]=1. (2) Given the product [OH:1][C:2]1[CH:9]=[CH:8][C:5]([CH:6]=[C:11]([C:10]([O:17][CH3:18])=[O:16])[C:12]([O:14][CH3:15])=[O:13])=[CH:4][CH:3]=1, predict the reactants needed to synthesize it. The reactants are: [OH:1][C:2]1[CH:9]=[CH:8][C:5]([CH:6]=O)=[CH:4][CH:3]=1.[C:10]([O:17][CH3:18])(=[O:16])[CH2:11][C:12]([O:14][CH3:15])=[O:13].N1CCCCC1. (3) Given the product [CH2:3]([C:4]1[NH:30][N:29]=[C:15]([C:11]([F:12])([F:13])[F:14])[CH:5]=1)[CH2:2][CH3:1], predict the reactants needed to synthesize it. The reactants are: [CH:1]#[C:2][CH2:3][CH2:4][CH3:5].[Li]CCCC.[C:11]([C:15](OCC)=O)([F:14])([F:13])[F:12].B(F)(F)F.O(CC)CC.[NH2:29][NH2:30]. (4) Given the product [Cl:19][C:18]1[CH:17]=[C:16]([C:20]2[N:24]=[C:23]([C:25]3[N:26]=[C:27]4[C:32]([Cl:33])=[CH:31][C:30]([C:34]([F:35])([F:37])[F:36])=[CH:29][N:28]4[CH:38]=3)[O:22][N:21]=2)[C:15]([Cl:39])=[CH:14][C:13]=1[O:12][CH2:11][C:10]([F:40])([F:41])[CH2:9][OH:8], predict the reactants needed to synthesize it. The reactants are: [Si]([O:8][CH2:9][C:10]([F:41])([F:40])[CH2:11][O:12][C:13]1[C:18]([Cl:19])=[CH:17][C:16]([C:20]2[N:24]=[C:23]([C:25]3[N:26]=[C:27]4[C:32]([Cl:33])=[CH:31][C:30]([C:34]([F:37])([F:36])[F:35])=[CH:29][N:28]4[CH:38]=3)[O:22][N:21]=2)=[C:15]([Cl:39])[CH:14]=1)(C(C)(C)C)(C)C. (5) Given the product [O:23]1[C:32]2[CH:31]=[C:30]([CH2:33][NH:1][CH:2]3[CH2:3][CH2:4][N:5]([CH2:8][CH2:9][N:10]4[C:19]5[C:14](=[CH:15][CH:16]=[C:17]([O:20][CH3:21])[CH:18]=5)[N:13]=[CH:12][C:11]4=[O:22])[CH2:6][CH2:7]3)[N:29]=[CH:28][C:27]=2[O:26][CH2:25][CH2:24]1, predict the reactants needed to synthesize it. The reactants are: [NH2:1][CH:2]1[CH2:7][CH2:6][N:5]([CH2:8][CH2:9][N:10]2[C:19]3[C:14](=[CH:15][CH:16]=[C:17]([O:20][CH3:21])[CH:18]=3)[N:13]=[CH:12][C:11]2=[O:22])[CH2:4][CH2:3]1.[O:23]1[C:32]2[CH:31]=[C:30]([CH:33]=O)[N:29]=[CH:28][C:27]=2[O:26][CH2:25][CH2:24]1.C(O[BH-](OC(=O)C)OC(=O)C)(=O)C.[Na+].